Regression. Given a peptide amino acid sequence and an MHC pseudo amino acid sequence, predict their binding affinity value. This is MHC class I binding data. From a dataset of Peptide-MHC class I binding affinity with 185,985 pairs from IEDB/IMGT. (1) The peptide sequence is RRYTRRISL. The MHC is HLA-A26:02 with pseudo-sequence HLA-A26:02. The binding affinity (normalized) is 0.0847. (2) The peptide sequence is APRTLVYLL. The MHC is Patr-A0101 with pseudo-sequence Patr-A0101. The binding affinity (normalized) is 0. (3) The MHC is HLA-B73:01 with pseudo-sequence HLA-B73:01. The binding affinity (normalized) is 0.738. The peptide sequence is RRFWFRLRP. (4) The peptide sequence is RPMTYKAAV. The MHC is HLA-B53:01 with pseudo-sequence HLA-B53:01. The binding affinity (normalized) is 0.0584. (5) The peptide sequence is ESSVKEKDM. The MHC is HLA-B46:01 with pseudo-sequence HLA-B46:01. The binding affinity (normalized) is 0.0847. (6) The peptide sequence is FIRYGDASL. The MHC is HLA-A02:01 with pseudo-sequence HLA-A02:01. The binding affinity (normalized) is 0.451. (7) The peptide sequence is YTFTSLFSL. The MHC is HLA-C07:01 with pseudo-sequence HLA-C07:01. The binding affinity (normalized) is 0.539. (8) The MHC is HLA-B07:02 with pseudo-sequence HLA-B07:02. The binding affinity (normalized) is 0. The peptide sequence is ARLLNLSGV. (9) The MHC is Mamu-A01 with pseudo-sequence Mamu-A01. The binding affinity (normalized) is 1.00. The peptide sequence is VTPDYADTL.